This data is from Forward reaction prediction with 1.9M reactions from USPTO patents (1976-2016). The task is: Predict the product of the given reaction. (1) Given the reactants [CH2:1]([O:3][C:4]([C:6]1[C:15](=[O:16])[C:14]2[C:9](=[CH:10][C:11]([Br:19])=[C:12]([CH2:17]Br)[CH:13]=2)[N:8]([CH2:20][C:21]2[C:26]([F:27])=[CH:25][CH:24]=[CH:23][C:22]=2[F:28])[CH:7]=1)=[O:5])[CH3:2].[CH3:29][NH:30][CH2:31][C:32]1[CH:37]=[CH:36][CH:35]=[CH:34][CH:33]=1.C(OCC)(=O)C.O, predict the reaction product. The product is: [CH2:1]([O:3][C:4]([C:6]1[C:15](=[O:16])[C:14]2[C:9](=[CH:10][C:11]([Br:19])=[C:12]([CH2:17][N:30]([CH2:31][C:32]3[CH:37]=[CH:36][CH:35]=[CH:34][CH:33]=3)[CH3:29])[CH:13]=2)[N:8]([CH2:20][C:21]2[C:22]([F:28])=[CH:23][CH:24]=[CH:25][C:26]=2[F:27])[CH:7]=1)=[O:5])[CH3:2]. (2) Given the reactants Br[C:2]1[CH:7]=[CH:6][C:5]([Cl:8])=[CH:4][C:3]=1[CH3:9].[Li]CCCC.[CH:15](=[O:22])[C:16]1[CH:21]=[CH:20][CH:19]=[CH:18][CH:17]=1.[NH4+].[Cl-], predict the reaction product. The product is: [Cl:8][C:5]1[CH:6]=[CH:7][C:2]([CH:15]([C:16]2[CH:21]=[CH:20][CH:19]=[CH:18][CH:17]=2)[OH:22])=[C:3]([CH3:9])[CH:4]=1. (3) Given the reactants Cl.[CH3:2][C@H:3]1[CH2:8][C:7](=[O:9])[CH2:6][CH2:5][NH:4]1.C([O-])([O-])=O.[K+].[K+].[Cl:16][C:17]1[CH:22]=[CH:21][C:20]([C:23]2[CH:28]=[CH:27][CH:26]=[CH:25][C:24]=2[CH2:29]I)=[CH:19][CH:18]=1, predict the reaction product. The product is: [Cl:16][C:17]1[CH:18]=[CH:19][C:20]([C:23]2[CH:28]=[CH:27][CH:26]=[CH:25][C:24]=2[CH2:29][N:4]2[CH2:5][CH2:6][C:7](=[O:9])[CH2:8][C@@H:3]2[CH3:2])=[CH:21][CH:22]=1. (4) Given the reactants [NH:1]1[CH:5]=[CH:4][CH:3]=[N:2]1.[H-].[Na+].[Br:8][C:9]1[CH:10]=[C:11]([CH2:29]OS(C)(=O)=O)[C:12]2[O:21][C:20]3[CH2:19][CH2:18][N:17]([C:22]([O:24][C:25]([CH3:28])([CH3:27])[CH3:26])=[O:23])[CH2:16][C:15]=3[C:13]=2[CH:14]=1, predict the reaction product. The product is: [N:1]1([CH2:29][C:11]2[C:12]3[O:21][C:20]4[CH2:19][CH2:18][N:17]([C:22]([O:24][C:25]([CH3:27])([CH3:26])[CH3:28])=[O:23])[CH2:16][C:15]=4[C:13]=3[CH:14]=[C:9]([Br:8])[CH:10]=2)[CH:5]=[CH:4][CH:3]=[N:2]1. (5) Given the reactants Cl[C:2]1[N:7]=[C:6]2[CH2:8][CH2:9][CH2:10][CH2:11][CH2:12][CH2:13][C:5]2=[CH:4][CH:3]=1.[NH2:14][NH2:15], predict the reaction product. The product is: [NH:14]([C:2]1[N:7]=[C:6]2[CH2:8][CH2:9][CH2:10][CH2:11][CH2:12][CH2:13][C:5]2=[CH:4][CH:3]=1)[NH2:15].